The task is: Predict the reactants needed to synthesize the given product.. This data is from Full USPTO retrosynthesis dataset with 1.9M reactions from patents (1976-2016). (1) The reactants are: S(=O)(=O)(O)O.[Br:6][C:7]1[CH:12]=[CH:11][C:10]([O:13][CH3:14])=[CH:9][CH:8]=1.O.[Cl:16][CH2:17][C:18]([CH3:20])=[CH2:19]. Given the product [Br:6][C:7]1[CH:12]=[CH:11][C:10]([O:13][CH3:14])=[C:9]([C:18]([CH3:20])([CH3:19])[CH2:17][Cl:16])[CH:8]=1, predict the reactants needed to synthesize it. (2) Given the product [Br:2][C:3]1[CH:8]=[CH:7][CH:6]=[C:5]([O:11][CH3:10])[N:4]=1, predict the reactants needed to synthesize it. The reactants are: [Na].[Br:2][C:3]1[CH:8]=[CH:7][CH:6]=[C:5](Br)[N:4]=1.[CH3:10][OH:11]. (3) The reactants are: [CH3:1][O:2][C:3]([NH:5][C@@H:6]([CH:52]([CH3:54])[CH3:53])[C:7]([N:9]1[CH2:13][CH2:12][CH2:11][C@H:10]1[C:14]1[NH:15][C:16]([C:19]2[CH:20]=[C:21]3[C:33]4[C:34]5[C:24](=[CH:25][C:26]([C:35]6[NH:39][C:38]([C@@H:40]7[CH2:44][CH2:43][CH2:42][N:41]7C(OC(C)(C)C)=O)=[N:37][CH:36]=6)=[CH:27][C:28]=5[CH2:29][CH2:30][C:31]=4[CH:32]=2)[CH2:23][CH2:22]3)=[CH:17][N:18]=1)=[O:8])=[O:4].Cl.[CH3:56][O:57][C:58]([NH:60][C@@H:61]([CH:65]1[CH2:70][CH2:69][O:68][CH2:67][CH2:66]1)[C:62]([OH:64])=O)=[O:59].CN(C(ON1N=NC2C=CC=NC1=2)=[N+](C)C)C.F[P-](F)(F)(F)(F)F.CCN(C(C)C)C(C)C. Given the product [CH3:1][O:2][C:3]([NH:5][C@@H:6]([CH:52]([CH3:54])[CH3:53])[C:7]([N:9]1[CH2:13][CH2:12][CH2:11][C@H:10]1[C:14]1[NH:15][C:16]([C:19]2[CH:32]=[C:31]3[C:33]4[C:34]5[C:28](=[CH:27][C:26]([C:35]6[NH:39][C:38]([C@@H:40]7[CH2:44][CH2:43][CH2:42][N:41]7[C:62](=[O:64])[C@@H:61]([NH:60][C:58](=[O:59])[O:57][CH3:56])[CH:65]7[CH2:70][CH2:69][O:68][CH2:67][CH2:66]7)=[N:37][CH:36]=6)=[CH:25][C:24]=5[CH2:23][CH2:22][C:21]=4[CH:20]=2)[CH2:29][CH2:30]3)=[CH:17][N:18]=1)=[O:8])=[O:4], predict the reactants needed to synthesize it.